Predict the reaction yield, written as a fraction of the theoretical maximum amount of product (1.0 means a 100% yield; for example, 0.34 means a 34% yield). From a dataset of Reaction yield outcomes from USPTO patents with 853,638 reactions. (1) The reactants are [NH2:1][C:2]1[CH:3]=[C:4]([CH:8]=[CH:9][C:10]=1[Cl:11])[C:5]([OH:7])=O.[NH:12]1[CH2:17][CH2:16][CH2:15][C@@H:14]2[C:18]3[CH:19]=[CH:20][CH:21]=[CH:22][C:23]=3[CH2:24][C@H:13]12.F[P-](F)(F)(F)(F)F.N1(OC(N(C)C)=[N+](C)C)C2N=CC=CC=2N=N1. No catalyst specified. The product is [NH2:1][C:2]1[CH:3]=[C:4]([C:5]([N:12]2[CH2:17][CH2:16][CH2:15][C@@H:14]3[C:18]4[CH:19]=[CH:20][CH:21]=[CH:22][C:23]=4[CH2:24][C@H:13]23)=[O:7])[CH:8]=[CH:9][C:10]=1[Cl:11]. The yield is 0.430. (2) The catalyst is C(OCC)(=O)C.C(O)C. The product is [ClH:39].[F:1][C:2]1[C:3]([CH2:23][NH:24][CH3:25])=[CH:4][N:5]([S:14]([C:17]2[CH:21]=[CH:20][O:19][C:18]=2[CH3:22])(=[O:16])=[O:15])[C:6]=1[C:7]1[C:8]([F:13])=[N:9][CH:10]=[CH:11][CH:12]=1. The reactants are [F:1][C:2]1[C:3]([CH2:23][N:24](C)[C:25](=O)OC(C)(C)C)=[CH:4][N:5]([S:14]([C:17]2[CH:21]=[CH:20][O:19][C:18]=2[CH3:22])(=[O:16])=[O:15])[C:6]=1[C:7]1[C:8]([F:13])=[N:9][CH:10]=[CH:11][CH:12]=1.C(OCC)(=O)C.[ClH:39]. The yield is 0.780. (3) The reactants are [C:1]([Si](C)(C)C)#[CH:2].Br[C:8]1[CH:13]=[CH:12][N:11]2[N:14]=[CH:15][C:16]([CH:17]=[O:18])=[C:10]2[CH:9]=1.C([O-])([O-])=O.[K+].[K+].CO. The catalyst is CN(C=O)C.CCN(CC)CC.[Cu]I.Cl[Pd](Cl)([P](C1C=CC=CC=1)(C1C=CC=CC=1)C1C=CC=CC=1)[P](C1C=CC=CC=1)(C1C=CC=CC=1)C1C=CC=CC=1. The product is [C:1]([C:8]1[CH:13]=[CH:12][N:11]2[N:14]=[CH:15][C:16]([CH:17]=[O:18])=[C:10]2[CH:9]=1)#[CH:2]. The yield is 0.310. (4) The reactants are [C:1]([C:5]1[CH:9]=[C:8]([NH:10][C:11]([NH:13][C@@H:14]2[C:23]3[C:18](=[CH:19][CH:20]=[CH:21][CH:22]=3)[C@H:17]([O:24][C:25]3[CH:26]=[CH:27][C:28]4[N:29]([C:31]([N:34]5[C@H:39]([CH3:40])[CH2:38][CH2:37][CH2:36][C@@H:35]5[CH3:41])=[N:32][N:33]=4)[CH:30]=3)[CH2:16][CH2:15]2)=[O:12])[N:7]([C:42]2[CH:43]=[N:44][N:45]([CH2:47][CH2:48][O:49]S(C)(=O)=O)[CH:46]=2)[N:6]=1)([CH3:4])([CH3:3])[CH3:2].CCN(C(C)C)C(C)C.[NH:63]1[CH2:68][CH2:67][O:66][CH2:65][CH2:64]1. The catalyst is C1COCC1. The product is [CH:48]([OH:49])=[O:66].[C:1]([C:5]1[CH:9]=[C:8]([NH:10][C:11]([NH:13][C@@H:14]2[C:23]3[C:18](=[CH:19][CH:20]=[CH:21][CH:22]=3)[C@H:17]([O:24][C:25]3[CH:26]=[CH:27][C:28]4[N:29]([C:31]([N:34]5[C@H:35]([CH3:41])[CH2:36][CH2:37][CH2:38][C@@H:39]5[CH3:40])=[N:32][N:33]=4)[CH:30]=3)[CH2:16][CH2:15]2)=[O:12])[N:7]([C:42]2[CH:43]=[N:44][N:45]([CH2:47][CH2:48][N:63]3[CH2:68][CH2:67][O:66][CH2:65][CH2:64]3)[CH:46]=2)[N:6]=1)([CH3:3])([CH3:4])[CH3:2]. The yield is 0.260. (5) The product is [CH3:1][S:2][C:3]1[CH:4]=[CH:5][C:6]([NH2:10])=[C:7]([NH2:8])[CH:9]=1. The catalyst is C(O)(=O)C.[Zn]. The reactants are [CH3:1][S:2][C:3]1[CH:4]=[CH:5][C:6]([N+:10]([O-])=O)=[C:7]([CH:9]=1)[NH2:8]. The yield is 1.00. (6) The reactants are Br[C:2]1[CH:3]=[CH:4][C:5]([O:8][CH2:9][CH3:10])=[N:6][CH:7]=1.[CH2:11](N(CC)CC)[CH3:12].C[Si](C#C)(C)C.C(=O)([O-])O.[Na+]. The catalyst is C1COCC1.[Cu]I.Cl[Pd](Cl)([P](C1C=CC=CC=1)(C1C=CC=CC=1)C1C=CC=CC=1)[P](C1C=CC=CC=1)(C1C=CC=CC=1)C1C=CC=CC=1.O. The product is [CH2:9]([O:8][C:5]1[CH:4]=[CH:3][C:2]([C:11]#[CH:12])=[CH:7][N:6]=1)[CH3:10]. The yield is 0.190.